From a dataset of Full USPTO retrosynthesis dataset with 1.9M reactions from patents (1976-2016). Predict the reactants needed to synthesize the given product. (1) Given the product [OH:1][CH:2]([C:16]12[CH2:23][CH2:22][C:19]([NH:24][C:25](=[O:31])[O:26][C:27]([CH3:28])([CH3:30])[CH3:29])([CH2:20][CH2:21]1)[CH2:18][O:17]2)[CH2:3][N:4]1[C:13]2[C:8](=[N:9][CH:10]=[C:11]([O:14][CH2:33][CH2:34][CH2:35][O:36][CH:37]3[CH2:42][CH2:41][CH2:40][CH2:39][O:38]3)[CH:12]=2)[CH:7]=[CH:6][C:5]1=[O:15], predict the reactants needed to synthesize it. The reactants are: [OH:1][CH:2]([C:16]12[CH2:23][CH2:22][C:19]([NH:24][C:25](=[O:31])[O:26][C:27]([CH3:30])([CH3:29])[CH3:28])([CH2:20][CH2:21]1)[CH2:18][O:17]2)[CH2:3][N:4]1[C:13]2[C:8](=[N:9][CH:10]=[C:11]([OH:14])[CH:12]=2)[CH:7]=[CH:6][C:5]1=[O:15].Br[CH2:33][CH2:34][CH2:35][O:36][CH:37]1[CH2:42][CH2:41][CH2:40][CH2:39][O:38]1. (2) Given the product [CH:19]1([CH2:24][C@@H:25]([C:26]([NH:9][NH:8][C:7]2[C:2]([F:1])=[C:3]([N:11]3[CH2:17][C@@H:16]([OH:18])[C:13]4([CH2:14][CH2:15]4)[CH2:12]3)[N:4]=[C:5]([CH3:10])[N:6]=2)=[O:27])[CH2:29][N:30]([O:31][CH:32]2[CH2:37][CH2:36][CH2:35][CH2:34][O:33]2)[CH:38]=[O:39])[CH2:23][CH2:22][CH2:21][CH2:20]1, predict the reactants needed to synthesize it. The reactants are: [F:1][C:2]1[C:3]([N:11]2[CH2:17][CH:16]([OH:18])[C:13]3([CH2:15][CH2:14]3)[CH2:12]2)=[N:4][C:5]([CH3:10])=[N:6][C:7]=1[NH:8][NH2:9].[CH:19]1([CH2:24][C@H:25]([CH2:29][N:30]([CH:38]=[O:39])[O:31][CH:32]2[CH2:37][CH2:36][CH2:35][CH2:34][O:33]2)[C:26](O)=[O:27])[CH2:23][CH2:22][CH2:21][CH2:20]1.C1C=NC2N(O)N=NC=2C=1.CN1CCOCC1.C(Cl)CCl. (3) Given the product [ClH:34].[ClH:34].[CH2:1]([NH:8][C:9]1[S:10][C:11]([CH2:14][NH:15][C:16]2[CH:20]=[C:19]([C:21]3[CH:22]=[CH:23][C:24]([F:27])=[CH:25][CH:26]=3)[NH:18][N:17]=2)=[CH:12][N:13]=1)[C:2]1[CH:7]=[CH:6][CH:5]=[CH:4][CH:3]=1, predict the reactants needed to synthesize it. The reactants are: [CH2:1]([NH:8][C:9]1[S:10][C:11]([CH2:14][NH:15][C:16]2[CH:20]=[C:19]([C:21]3[CH:26]=[CH:25][C:24]([F:27])=[CH:23][CH:22]=3)[NH:18][N:17]=2)=[CH:12][N:13]=1)[C:2]1[CH:7]=[CH:6][CH:5]=[CH:4][CH:3]=1.CCOC(C)=O.[ClH:34]. (4) Given the product [CH:32]1([C:35]2[CH:36]=[CH:37][C:38](/[C:43](/[C:45]3[CH:46]=[CH:47][C:48]([S:51][CH3:52])=[CH:49][CH:50]=3)=[CH:25]/[C@@H:26]3[NH:30][C:29](=[O:31])[CH2:28][CH2:27]3)=[N:39][C:40]=2[O:41][CH3:42])[CH2:34][CH2:33]1, predict the reactants needed to synthesize it. The reactants are: C[Si](C)(C)[N-][Si](C)(C)C.[Li+].C1(N2C(S([CH2:25][C@@H:26]3[NH:30][C:29](=[O:31])[CH2:28][CH2:27]3)(=O)=O)=NN=N2)C=CC=CC=1.[CH:32]1([C:35]2[CH:36]=[CH:37][C:38]([C:43]([C:45]3[CH:50]=[CH:49][C:48]([S:51][CH3:52])=[CH:47][CH:46]=3)=O)=[N:39][C:40]=2[O:41][CH3:42])[CH2:34][CH2:33]1.[Cl-].[NH4+]. (5) The reactants are: [CH3:1][C:2]([CH3:31])([CH3:30])[CH2:3][C:4]([NH:6][C:7]1[C:8]([CH3:29])=[C:9](B(O)O)[C:10]2[O:14][CH2:13][CH:12]([C:15]3[CH:20]=[CH:19][C:18]([CH:21]([CH3:23])[CH3:22])=[CH:17][CH:16]=3)[C:11]=2[C:24]=1[CH3:25])=[O:5].Br[C:33]1[S:34][CH:35]=[CH:36][CH:37]=1. Given the product [CH:21]([C:18]1[CH:19]=[CH:20][C:15]([CH:12]2[C:11]3[C:24]([CH3:25])=[C:7]([NH:6][C:4](=[O:5])[CH2:3][C:2]([CH3:31])([CH3:30])[CH3:1])[C:8]([CH3:29])=[C:9]([C:33]4[S:34][CH:35]=[CH:36][CH:37]=4)[C:10]=3[O:14][CH2:13]2)=[CH:16][CH:17]=1)([CH3:23])[CH3:22], predict the reactants needed to synthesize it. (6) Given the product [CH2:2]([S:39]([C:15]1[C:20]([C:21]2[N:33]([CH3:34])[C:24]3=[N:25][CH:26]=[C:27]([C:29]([F:30])([F:31])[F:32])[CH:28]=[C:23]3[N:22]=2)=[CH:19][CH:18]=[C:17]([C:35]([F:37])([F:38])[F:36])[N:16]=1)(=[O:43])=[O:41])[CH3:11], predict the reactants needed to synthesize it. The reactants are: Cl[C:2]1C=C(C=C[CH:11]=1)C(OO)=O.C(S[C:15]1[C:20]([C:21]2[N:33]([CH3:34])[C:24]3=[N:25][CH:26]=[C:27]([C:29]([F:32])([F:31])[F:30])[CH:28]=[C:23]3[N:22]=2)=[CH:19][CH:18]=[C:17]([C:35]([F:38])([F:37])[F:36])[N:16]=1)C.[S:39]([O-:43])([O-])(=[O:41])=S.[Na+].[Na+]. (7) Given the product [F:20][C:21]([F:26])([F:25])[C:22]([OH:24])=[O:23].[Br:1][C:2]1[CH:3]=[CH:4][C:5]([C:8]2[N:13]=[C:12]([C:14](=[O:16])[CH3:15])[CH:11]=[CH:10][N:9]=2)=[CH:6][CH:7]=1, predict the reactants needed to synthesize it. The reactants are: [Br:1][C:2]1[CH:7]=[CH:6][C:5]([C:8]2[N:13]=[C:12]([C:14](OC)([O:16]C)[CH3:15])[CH:11]=[CH:10][N:9]=2)=[CH:4][CH:3]=1.[F:20][C:21]([F:26])([F:25])[C:22]([OH:24])=[O:23]. (8) Given the product [C:29]([C:24]1[CH:25]=[CH:26][CH:27]=[CH:28][C:23]=1[C:19]1[CH:18]=[C:17]([F:31])[C:16]([CH2:15][CH:3]([C:2](=[O:1])[CH2:8][CH2:9][CH2:10][CH3:11])[C:4]([O:6][CH3:7])=[O:5])=[C:21]([F:22])[CH:20]=1)#[N:30], predict the reactants needed to synthesize it. The reactants are: [O:1]=[C:2]([CH2:8][CH2:9][CH2:10][CH3:11])[CH2:3][C:4]([O:6][CH3:7])=[O:5].[H-].[Na+].Br[CH2:15][C:16]1[C:21]([F:22])=[CH:20][C:19]([C:23]2[C:24]([C:29]#[N:30])=[CH:25][CH:26]=[CH:27][CH:28]=2)=[CH:18][C:17]=1[F:31]. (9) The reactants are: C([O:3][CH2:4][CH2:5][CH2:6][N:7]1[C:12](=[O:13])[C:11]2[C:14]([CH2:29][C:30]3[CH:31]=[N:32][C:33]([C:36]([F:39])([F:38])[F:37])=[CH:34][CH:35]=3)=[C:15]([O:18][C:19]3[CH:24]=[CH:23][CH:22]=[C:21]([C:25]([F:28])([F:27])[F:26])[CH:20]=3)[CH:16]=[N:17][C:10]=2[N:9]([CH3:40])[C:8]1=[O:41])=O.O[Li].O. Given the product [OH:3][CH2:4][CH2:5][CH2:6][N:7]1[C:12](=[O:13])[C:11]2[C:14]([CH2:29][C:30]3[CH:31]=[N:32][C:33]([C:36]([F:39])([F:38])[F:37])=[CH:34][CH:35]=3)=[C:15]([O:18][C:19]3[CH:24]=[CH:23][CH:22]=[C:21]([C:25]([F:26])([F:27])[F:28])[CH:20]=3)[CH:16]=[N:17][C:10]=2[N:9]([CH3:40])[C:8]1=[O:41], predict the reactants needed to synthesize it.